This data is from Reaction yield outcomes from USPTO patents with 853,638 reactions. The task is: Predict the reaction yield, written as a fraction of the theoretical maximum amount of product (1.0 means a 100% yield; for example, 0.34 means a 34% yield). The reactants are Cl[C:2]1[C:3]([C:16]2[CH:21]=[CH:20][C:19]([F:22])=[CH:18][CH:17]=2)=[N:4][C:5]2[C:10]([N:11]=1)=[CH:9][C:8]([C:12]([O:14][CH3:15])=[O:13])=[CH:7][CH:6]=2.[CH2:23]([NH:26][CH2:27][CH2:28][CH3:29])[CH2:24][CH3:25].CCN(C(C)C)C(C)C. The catalyst is CS(C)=O.O. The product is [CH2:23]([N:26]([CH2:27][CH2:28][CH3:29])[C:2]1[C:3]([C:16]2[CH:21]=[CH:20][C:19]([F:22])=[CH:18][CH:17]=2)=[N:4][C:5]2[C:10]([N:11]=1)=[CH:9][C:8]([C:12]([O:14][CH3:15])=[O:13])=[CH:7][CH:6]=2)[CH2:24][CH3:25]. The yield is 0.410.